Task: Regression. Given a peptide amino acid sequence and an MHC pseudo amino acid sequence, predict their binding affinity value. This is MHC class II binding data.. Dataset: Peptide-MHC class II binding affinity with 134,281 pairs from IEDB (1) The peptide sequence is QIDHVRMSTKFKLKR. The MHC is DRB1_0101 with pseudo-sequence DRB1_0101. The binding affinity (normalized) is 0.464. (2) The peptide sequence is VLAALFAGAWCVPKV. The MHC is DRB3_0202 with pseudo-sequence DRB3_0202. The binding affinity (normalized) is 0.0367. (3) The binding affinity (normalized) is 0.731. The MHC is DRB5_0101 with pseudo-sequence DRB5_0101. The peptide sequence is GELQIVDKIDATFKI. (4) The peptide sequence is AFNVAATAANAAPAN. The MHC is DRB1_0802 with pseudo-sequence DRB1_0802. The binding affinity (normalized) is 0.482. (5) The peptide sequence is SKKDKFVAANAGGTV. The MHC is HLA-DPA10201-DPB11401 with pseudo-sequence HLA-DPA10201-DPB11401. The binding affinity (normalized) is 0.174.